This data is from Full USPTO retrosynthesis dataset with 1.9M reactions from patents (1976-2016). The task is: Predict the reactants needed to synthesize the given product. (1) Given the product [CH3:16][N:13]1[CH2:14][CH2:15][CH:10]([C:8]([C:4]2[N:3]=[CH:2][CH:7]=[CH:6][CH:5]=2)=[O:9])[CH2:11][CH2:12]1, predict the reactants needed to synthesize it. The reactants are: Br[CH:2]1[CH2:7][CH2:6][CH2:5][CH:4]([C:8]([CH:10]2[CH2:15][CH2:14][N:13]([CH3:16])[CH2:12][CH2:11]2)=[O:9])[NH:3]1.N.C(O)CO. (2) Given the product [Cl:12][C:13]1[CH:18]=[CH:17][C:16]([O:19][C:8]2[C:7]([CH3:11])=[CH:6][C:3]([CH:4]=[O:5])=[C:2]([F:1])[CH:9]=2)=[CH:15][C:14]=1[C:20]([F:21])([F:22])[F:23], predict the reactants needed to synthesize it. The reactants are: [F:1][C:2]1[CH:9]=[C:8](F)[C:7]([CH3:11])=[CH:6][C:3]=1[CH:4]=[O:5].[Cl:12][C:13]1[CH:18]=[CH:17][C:16]([OH:19])=[CH:15][C:14]=1[C:20]([F:23])([F:22])[F:21].C(=O)([O-])[O-].[K+].[K+]. (3) Given the product [ClH:38].[ClH:38].[ClH:38].[NH2:6][C:7]1[CH:12]=[CH:11][CH:10]=[CH:9][C:8]=1[NH:13][C:14](=[O:37])[C:15]1[CH:20]=[CH:19][C:18]([C:21]2[N:26]=[C:25]([CH2:27][CH2:28][CH2:29][NH:30][N:31]3[CH2:36][CH2:35][O:34][CH2:33][CH2:32]3)[N:24]=[CH:23][CH:22]=2)=[CH:17][CH:16]=1, predict the reactants needed to synthesize it. The reactants are: C(O[NH:6][C:7]1[CH:12]=[CH:11][CH:10]=[CH:9][C:8]=1[NH:13][C:14](=[O:37])[C:15]1[CH:20]=[CH:19][C:18]([C:21]2[N:26]=[C:25]([CH2:27][CH2:28][CH2:29][NH:30][N:31]3[CH2:36][CH2:35][O:34][CH2:33][CH2:32]3)[N:24]=[CH:23][CH:22]=2)=[CH:17][CH:16]=1)(C)(C)C.[ClH:38]. (4) Given the product [F:1][C:2]1[CH:3]=[C:4]2[C:9](=[CH:10][C:11]=1[F:12])[N:8]=[C:7]([N:13]1[CH2:14][CH:15]3[CH2:16][N:17]([C:27]([C:26]4[CH:30]=[CH:31][C:23]([O:22][CH3:21])=[CH:24][C:25]=4[N:32]4[N:36]=[CH:35][CH:34]=[N:33]4)=[O:28])[CH2:18][CH:19]3[CH2:20]1)[CH:6]=[N:5]2, predict the reactants needed to synthesize it. The reactants are: [F:1][C:2]1[CH:3]=[C:4]2[C:9](=[CH:10][C:11]=1[F:12])[N:8]=[C:7]([N:13]1[CH2:20][CH:19]3[CH:15]([CH2:16][NH:17][CH2:18]3)[CH2:14]1)[CH:6]=[N:5]2.[CH3:21][O:22][C:23]1[CH:31]=[CH:30][C:26]([C:27](O)=[O:28])=[C:25]([N:32]2[N:36]=[CH:35][CH:34]=[N:33]2)[CH:24]=1. (5) Given the product [CH3:1][O:2][C:3]1[CH:8]=[CH:7][C:6]([C:9]2[O:10][C:11]3[C:17]([C:18]([NH2:27])=[O:20])=[CH:16][CH:15]=[CH:14][C:12]=3[N:13]=2)=[CH:5][CH:4]=1, predict the reactants needed to synthesize it. The reactants are: [CH3:1][O:2][C:3]1[CH:8]=[CH:7][C:6]([C:9]2[O:10][C:11]3[C:17]([C:18]([O-:20])=O)=[CH:16][CH:15]=[CH:14][C:12]=3[N:13]=2)=[CH:5][CH:4]=1.C1C=CC2N(O)N=[N:27]C=2C=1.[NH4+].[Cl-].CCN(C(C)C)C(C)C.CCN=C=NCCCN(C)C.Cl.